This data is from Drug-target binding data from BindingDB using Ki measurements. The task is: Regression. Given a target protein amino acid sequence and a drug SMILES string, predict the binding affinity score between them. We predict pKi (pKi = -log10(Ki in M); higher means stronger inhibition). Dataset: bindingdb_ki. (1) The drug is C[C@@H](O)NC[C@H]1NC[C@H](O)[C@@H]1O. The target protein sequence is MARGSRSVGSSSSKWRYCNPSYYLKRPKRLALLFIVFVCVSFVFWDRQTLVREHQVEISELQKEVTDLKNLVDDLNNKQGGTSGKTDLGRKATKSSKDVLDDPIDIERREKVKEAMLHAWGSYEKYAWGQDELQPQSKNGVNSFGGLGATLIDSLDTLYIMGLNEQFQKAREWVANSLDFNKDYEASVFETTIRVVGGLLSAYDLSGDKVFLDKAIEIADRLLPAWNTPTGIPYNIINLSHGRAHNPSWTGGESILADSGTEQLEFIVLSQRTGDLKYQQKVENVIAQLNKTFPDDGLLPIYINPHSGAAGYSPITFGAMGDSFYEYLLKVWIQGNKTSSIKHYRDMWEKSMKGLSSLIRRSTPSSFTYICEKNGGSLTDKMDELACFAPGMIALGSFGYSAADDSQKFLSLAEELAWTCYNFYQSTPTKLAGENYFFHSGQDMSVGTSWNILRPETVESLFYLWRLTGNKTYQEWGWNIFQAFEKNSRIESGYVGLKDV.... The pKi is 4.2. (2) The drug is COc1cc(OC)nc(N2CCN(CCCCc3c[nH]c4ccc(F)cc34)CC2)n1. The target protein sequence is MDPLNLSWYDDDLERQNWSRPFNGSDGKADRPHYNYYATLLTLLIAVIVFGNVLVCMAVSREKALQTTTNYLIVSLAVADLLVATLVMPWVVYLEVVGEWKFSRIHCDIFVTLDVMMCTASILNLCAISIDRYTAVAMPMLYNTRYSSKRRVTVMISIVWVLSFTISCPLLFGLNNADQNECIIANPAFVVYSSIVSFYVPFIVTLLVYIKIYIVLRRRRKRVNTKRSSRAFRAHLRAPLKEAARRAQELEMEMLSSTSPPERTRYSPIPPSHHQLTLPDPSHHGLHSTPDSPAKPEKNGHAKDHPKIAKIFEIQTMPNGKTRTSLKTMSRRKLSQQKEKKATQMLAIVLGVFIICWLPFFITHILNIHCDCNIPPVLYSAFTWLGYVNSAVNPIIYTTFNIEFRKAFLKILHC. The pKi is 7.0. (3) The compound is O=c1c2ccccc2[se]n1CCn1[se]c2ccccc2c1=O. The target protein (P0A9P4) has sequence MGTTKHSKLLILGSGPAGYTAAVYAARANLQPVLITGMEKGGQLTTTTEVENWPGDPNDLTGPLLMERMHEHATKFETEIIFDHINKVDLQNRPFRLNGDNGEYTCDALIIATGASARYLGLPSEEAFKGRGVSACATCDGFFYRNQKVAVIGGGNTAVEEALYLSNIASEVHLIHRRDGFRAEKILIKRLMDKVENGNIILHTNRTLEEVTGDQMGVTGVRLRDTQNSDNIESLDVAGLFVAIGHSPNTAIFEGQLELENGYIKVQSGIHGNATQTSIPGVFAAGDVMDHIYRQAITSAGTGCMAALDAERYLDGLADAK. The pKi is 7.3. (4) The drug is NC1(C(=O)O)CC1c1cccc(O)c1. The target protein (P80041) has sequence MNASDFRRRGKEMVDYMADYLEGIEGRQVYPDVQPGYLRPLIPATAPQEPDTFEDILQDVEKIIMPGVTHWHSPYFFAYFPTASSYPAMLADMLCGAIGCIGFSWAASPACTELETVMMDWLGKMLQLPEAFLAGEAGEGGGVIQGSASEATLVALLAARTKVVRRLQAASPGLTQGAVLEKLVAYASDQAHSSVERAGLIGGVKLKAIPSDGKFAMRASALQEALERDKAAGLIPFFVVATLGTTSCCSFDNLLEVGPICHEEDIWLHVDAAYAGSAFICPEFRHLLNGVEFADSFNFNPHKWLLVNFDCSAMWVKRRTDLTGAFKLDPVYLKHSHQGSGLITDYRHWQLPLGRRFRSLKMWFVFRMYGVKGLQAYIRKHVQLSHEFEAFVLQDPRFEVCAEVTLGLVCFRLKGSDGLNEALLERINSARKIHLVPCRLRGQFVLRFAICSRKVESGHVRLAWEHIRGLAAELLAAEEGKAEIKS. The pKi is 4.7. (5) The small molecule is CCCCC[C@H](O)/C=C/C1[C@H](O)C[C@H](O)[C@@H]1C/C=C\CCCC(=O)O. The target protein (P30987) has sequence MWPNGTSLGACFRPVNITLQERRAIASPWFAASFCALGLGSNLLALSVLAGARPGAGPRSSFLALLCGLVLTDFLGLLVTGAIVASQHAALLDWRATDPSCRLCYFMGVAMVFFGLCPLLLGAAMASERFVGITRPFSRPTATSRRAWATVGLVWVAAGALGLLPLLGLGRYSVQYPGSWCFLTLGTQRGDVVFGLIFALLGSASVGLSLLLNTVSVATLCRVYHTREATQRPRDCEVEMMVQLVGIMVVATVCWMPLLVFIMQTLLQTPPVMSFSGQLLRATEHQLLIYLRVATWNQILDPWVYILFRRSVLRRLHPRFSSQLQAVSLRRPPAQAMLSGP. The pKi is 5.0. (6) The drug is N[C@@H](CN(O)N=O)C(=O)[O-]. The target protein (P00561) has sequence MRVLKFGGTSVANAERFLRVADILESNARQGQVATVLSAPAKITNHLVAMIEKTISGQDALPNISDAERIFAELLTGLAAAQPGFPLAQLKTFVDQEFAQIKHVLHGISLLGQCPDSINAALICRGEKMSIAIMAGVLEARGHNVTVIDPVEKLLAVGHYLESTVDIAESTRRIAASRIPADHMVLMAGFTAGNEKGELVVLGRNGSDYSAAVLAACLRADCCEIWTDVDGVYTCDPRQVPDARLLKSMSYQEAMELSYFGAKVLHPRTITPIAQFQIPCLIKNTGNPQAPGTLIGASRDEDELPVKGISNLNNMAMFSVSGPGMKGMVGMAARVFAAMSRARISVVLITQSSSEYSISFCVPQSDCVRAERAMQEEFYLELKEGLLEPLAVTERLAIISVVGDGMRTLRGISAKFFAALARANINIVAIAQGSSERSISVVVNNDDATTGVRVTHQMLFNTDQVIEVFVIGVGGVGGALLEQLKRQQSWLKNKHIDLRV.... The pKi is 2.1. (7) The drug is Cc1cc(OCCCNC(=N)N)cc(OS(=O)(=O)c2ccccc2Cl)c1. The target protein (P07478) has sequence MNLLLILTFVAAAVAAPFDDDDKIVGGYICEENSVPYQVSLNSGYHFCGGSLISEQWVVSAGHCYKSRIQVRLGEHNIEVLEGNEQFINAAKIIRHPKYNSRTLDNDILLIKLSSPAVINSRVSAISLPTAPPAAGTESLISGWGNTLSSGADYPDELQCLDAPVLSQAECEASYPGKITNNMFCVGFLEGGKDSCQGDSGGPVVSNGELQGIVSWGYGCAQKNRPGVYTKVYNYVDWIKDTIAANS. The pKi is 4.6.